From a dataset of Catalyst prediction with 721,799 reactions and 888 catalyst types from USPTO. Predict which catalyst facilitates the given reaction. (1) Reactant: Br[C:2]1[C:11]2[O:10][CH2:9][CH2:8][O:7][C:6]=2[CH:5]=[C:4]([Cl:12])[CH:3]=1.C([Li])CCC.[B:18](OC)([O:21]C)[O:19]C.[NH4+].[Cl-]. Product: [Cl:12][C:4]1[CH:3]=[C:2]([B:18]([OH:21])[OH:19])[C:11]2[O:10][CH2:9][CH2:8][O:7][C:6]=2[CH:5]=1. The catalyst class is: 788. (2) Reactant: [CH3:1][C@@:2]12[C@H:11]3[CH2:12][CH2:13][C@:14]4([CH3:27])[C@@H:18]([C:19]5[CH:25]=[CH:24][C:22](=[O:23])[O:21][CH:20]=5)[CH2:17][CH2:16][C@:15]4([OH:26])[C@@H:10]3[CH2:9][CH2:8][C:7]1=[CH:6][C@@H:5]([OH:28])[CH2:4][CH2:3]2.[Cr](Cl)([O-])(=O)=O.[NH+]1C=CC=CC=1. Product: [CH3:1][C@@:2]12[C@H:11]3[CH2:12][CH2:13][C@:14]4([CH3:27])[C@@H:18]([C:19]5[CH:25]=[CH:24][C:22](=[O:23])[O:21][CH:20]=5)[CH2:17][CH2:16][C@:15]4([OH:26])[C@@H:10]3[CH2:9][CH2:8][C:7]1=[CH:6][C:5](=[O:28])[CH2:4][CH2:3]2. The catalyst class is: 4. (3) Reactant: C(O[C:6](=O)[N:7]([CH2:9][CH2:10][NH:11][C:12](=[O:30])[C:13]1[CH:18]=[CH:17][C:16]([CH2:19][N:20]([CH3:22])[CH3:21])=[C:15]([O:23][C:24]2[CH:25]=[N:26][CH:27]=[CH:28][CH:29]=2)[CH:14]=1)C)(C)(C)C.FC(F)(F)C(O)=O. Product: [CH3:21][N:20]([CH2:19][C:16]1[CH:17]=[CH:18][C:13]([C:12]([NH:11][CH2:10][CH2:9][NH:7][CH3:6])=[O:30])=[CH:14][C:15]=1[O:23][C:24]1[CH:25]=[N:26][CH:27]=[CH:28][CH:29]=1)[CH3:22]. The catalyst class is: 2. (4) Reactant: [CH2:1]([O:8][C:9]1[CH:16]=[CH:15][C:12]([CH:13]=O)=[CH:11][C:10]=1[OH:17])[C:2]1[CH:7]=[CH:6][CH:5]=[CH:4][CH:3]=1.[Cl-].O[NH3+:20].C([O-])(=O)C.[Na+]. Product: [CH2:1]([O:8][C:9]1[CH:16]=[CH:15][C:12]([C:13]#[N:20])=[CH:11][C:10]=1[OH:17])[C:2]1[CH:7]=[CH:6][CH:5]=[CH:4][CH:3]=1. The catalyst class is: 97. (5) Reactant: [CH2:1]([O:3][C:4]([C:6]1[C:7]2[C:22](=[O:23])[CH2:21][CH2:20][CH2:19][CH2:18][C:8]=2[N:9](C(OC(C)(C)C)=O)[CH:10]=1)=[O:5])[CH3:2].[CH3:24][N:25]([CH:27](N(C)C)N(C)C)[CH3:26]. Product: [CH2:1]([O:3][C:4]([C:6]1[C:7]2[C:22](=[O:23])[C:21](=[CH:24][N:25]([CH3:27])[CH3:26])[CH2:20][CH2:19][CH2:18][C:8]=2[NH:9][CH:10]=1)=[O:5])[CH3:2]. The catalyst class is: 28. (6) Product: [CH3:1][C:2]1[CH:10]=[C:9]2[C:5]([CH:6]=[CH:7][N:8]2[S:19]([C:14]2[CH:15]=[CH:16][CH:17]=[CH:18][N:13]=2)(=[O:21])=[O:20])=[CH:4][CH:3]=1. Reactant: [CH3:1][C:2]1[CH:10]=[C:9]2[C:5]([CH:6]=[CH:7][NH:8]2)=[CH:4][CH:3]=1.[H-].[Na+].[N:13]1[CH:18]=[CH:17][CH:16]=[CH:15][C:14]=1[S:19](Cl)(=[O:21])=[O:20]. The catalyst class is: 1. (7) The catalyst class is: 3. Reactant: [NH:1](C(OCC1C2C(=CC=CC=2)C2C1=CC=CC=2)=O)[C@H:2]([C:12]([OH:14])=[O:13])[CH2:3][CH2:4][C:5](=[O:11])[O:6]C(C)(C)C.[CH3:32][NH:33][C:34]1[CH:42]=[CH:41][C:37]([C:38]([OH:40])=O)=[CH:36][CH:35]=1.CN(C(ON1N=NC2C=CC=CC1=2)=[N+](C)C)C.[B-](F)(F)(F)F.C1C=CC2N(O)N=NC=2C=1.CCN(C(C)C)C(C)C. Product: [CH3:32][NH:33][C:34]1[CH:35]=[CH:36][C:37]([C:38]([NH:1][C@H:2]([C:12]([OH:14])=[O:13])[CH2:3][CH2:4][C:5]([OH:11])=[O:6])=[O:40])=[CH:41][CH:42]=1. (8) Reactant: I[CH3:2].C(=O)([O-])[O-].[Cs+].[Cs+].[C:9]1([C:29]2[CH:34]=[CH:33][CH:32]=[CH:31][CH:30]=2)[CH:14]=[CH:13][C:12]([CH2:15][N:16]2[C:20]3[CH:21]=[C:22]([F:27])[C:23]([I:26])=[C:24]([F:25])[C:19]=3[NH:18][C:17]2=[S:28])=[CH:11][CH:10]=1. Product: [C:9]1([C:29]2[CH:30]=[CH:31][CH:32]=[CH:33][CH:34]=2)[CH:14]=[CH:13][C:12]([CH2:15][N:16]2[C:20]3[CH:21]=[C:22]([F:27])[C:23]([I:26])=[C:24]([F:25])[C:19]=3[N:18]=[C:17]2[S:28][CH3:2])=[CH:11][CH:10]=1. The catalyst class is: 1. (9) Reactant: [F:1][C:2]1[CH:7]=[CH:6][C:5]([C:8]2[S:12][C:11]([CH3:13])=[N:10][C:9]=2[C:14]([N:16]2[CH2:21][CH2:20][CH2:19][C@@H:18]([CH3:22])[C@H:17]2[CH2:23][NH:24]C(=O)OC(C)(C)C)=[O:15])=[CH:4][CH:3]=1.C(O)(C(F)(F)F)=O. Product: [NH2:24][CH2:23][C@@H:17]1[C@H:18]([CH3:22])[CH2:19][CH2:20][CH2:21][N:16]1[C:14]([C:9]1[N:10]=[C:11]([CH3:13])[S:12][C:8]=1[C:5]1[CH:4]=[CH:3][C:2]([F:1])=[CH:7][CH:6]=1)=[O:15]. The catalyst class is: 2.